Dataset: Orexin1 receptor HTS with 218,158 compounds and 233 confirmed actives. Task: Binary Classification. Given a drug SMILES string, predict its activity (active/inactive) in a high-throughput screening assay against a specified biological target. The drug is o1c2c(c(CC(=O)Nc3c(OC)ccc(OC)c3)c1)c1c(cc2)cccc1. The result is 0 (inactive).